Dataset: Reaction yield outcomes from USPTO patents with 853,638 reactions. Task: Predict the reaction yield, written as a fraction of the theoretical maximum amount of product (1.0 means a 100% yield; for example, 0.34 means a 34% yield). (1) The product is [CH2:24]([N:21]([CH2:22][CH3:30])[C:4]1[N:3]=[C:2]([NH2:1])[N:10]=[C:9]2[C:5]=1[N:6]=[CH:7][N:8]2[C@@H:11]1[O:15][C@H:14]2[C@@H:13]([O:18][P:49]([O:48][CH3:40])[O:17][CH2:16]2)[C@:12]1([F:20])[CH3:19])[CH3:23]. The catalyst is N1C=CC=CC=1. The yield is 0.120. The reactants are [NH2:1][C:2]1[N:10]=[C:9]2[C:5]([N:6]=[CH:7][N:8]2[C@@H:11]2[O:15][C@H:14]([CH2:16][OH:17])[C@@H:13]([OH:18])[C@:12]2([F:20])[CH3:19])=[C:4]([N:21]2[CH2:24][CH2:23][CH2:22]2)[N:3]=1.N1C=NN=N1.[C:30](#N)C.C(N([CH:40]([O:48][P:49](N)[O-])N(C(C)C)C(C)C)C(C)C)(C)C. (2) The reactants are [NH2:1][C:2]1[CH:10]=[CH:9][C:8]([Br:11])=[CH:7][C:3]=1C(O)=O.[CH3:12][Mg]Br.CC[O:17][CH2:18][CH3:19].Cl.[OH-].[Na+]. The catalyst is C1COCC1.C(OCC)(=O)C. The product is [NH2:1][C:2]1[CH:10]=[CH:9][C:8]([Br:11])=[CH:7][C:3]=1[C:18]([OH:17])([CH3:19])[CH3:12]. The yield is 0.570.